From a dataset of Catalyst prediction with 721,799 reactions and 888 catalyst types from USPTO. Predict which catalyst facilitates the given reaction. (1) Reactant: Br[C:2]1[CH:3]=[N:4][C:5]([N:8]2[CH2:13][CH2:12][CH:11]([N:14]3[CH2:18][CH2:17][C@H:16]([O:19][C:20]4[CH:25]=[C:24]([F:26])[C:23]([S:27]([CH3:30])(=[O:29])=[O:28])=[CH:22][C:21]=4[F:31])[C:15]3=[O:32])[CH2:10][CH2:9]2)=[N:6][CH:7]=1.[CH3:33][C:34]1([CH3:50])[C:38]([CH3:40])([CH3:39])[O:37][B:36]([B:36]2[O:37][C:38]([CH3:40])([CH3:39])[C:34]([CH3:50])([CH3:33])[O:35]2)[O:35]1.C([O-])(=O)C.[K+]. The catalyst class is: 151. Product: [F:31][C:21]1[CH:22]=[C:23]([S:27]([CH3:30])(=[O:29])=[O:28])[C:24]([F:26])=[CH:25][C:20]=1[O:19][C@H:16]1[CH2:17][CH2:18][N:14]([CH:11]2[CH2:12][CH2:13][N:8]([C:5]3[N:4]=[CH:3][C:2]([B:36]4[O:37][C:38]([CH3:40])([CH3:39])[C:34]([CH3:50])([CH3:33])[O:35]4)=[CH:7][N:6]=3)[CH2:9][CH2:10]2)[C:15]1=[O:32]. (2) Reactant: [CH3:1][C:2]1[CH:3]=[C:4]([S:8]([C:11]2[CH:19]=[CH:18][C:17]3[N:16]([CH3:20])[C:15]4[CH2:21][CH:22]5[NH:26][CH:25]([C:14]=4[C:13]=3[C:12]=2C(OC(C)(C)C)=O)[CH2:24][CH2:23]5)(=[O:10])=[O:9])[CH:5]=[CH:6][CH:7]=1.[ClH:34]. Product: [ClH:34].[CH3:1][C:2]1[CH:3]=[C:4]([S:8]([C:11]2[CH:12]=[C:13]3[C:17](=[CH:18][CH:19]=2)[N:16]([CH3:20])[C:15]2[CH2:21][CH:22]4[NH:26][CH:25]([C:14]3=2)[CH2:24][CH2:23]4)(=[O:10])=[O:9])[CH:5]=[CH:6][CH:7]=1. The catalyst class is: 27. (3) Reactant: [BH4-].[NH2:2][CH:3]1[CH2:8][CH2:7][N:6]([C:9]([C:11]2[N:12]=[C:13]3[C:18]([C:19]([F:22])([F:21])[F:20])=[CH:17][C:16]([C:23]4[CH:27]=[CH:26][O:25][CH:24]=4)=[CH:15][N:14]3[C:28]=2[Cl:29])=[O:10])[CH2:5][CH2:4]1.[CH:30]1([CH:33]=O)[CH2:32][CH2:31]1. Product: [Cl:29][C:28]1[N:14]2[CH:15]=[C:16]([C:23]3[CH:27]=[CH:26][O:25][CH:24]=3)[CH:17]=[C:18]([C:19]([F:21])([F:22])[F:20])[C:13]2=[N:12][C:11]=1[C:9]([N:6]1[CH2:7][CH2:8][CH:3]([NH:2][CH2:33][CH:30]2[CH2:32][CH2:31]2)[CH2:4][CH2:5]1)=[O:10]. The catalyst class is: 5. (4) Reactant: C([Li])CCC.[CH3:6][NH:7][C:8]1[CH:20]=[CH:19][C:11]([C:12]([O:14][C:15]([CH3:18])([CH3:17])[CH3:16])=[O:13])=[CH:10][CH:9]=1.[CH2:21]([N:28]1[CH2:34][CH2:33][C:30]2([CH2:32][O:31]2)[CH2:29]1)[C:22]1[CH:27]=[CH:26][CH:25]=[CH:24][CH:23]=1.O. Product: [CH2:21]([N:28]1[CH2:34][CH2:33][C:30]([CH2:32][N:7]([CH3:6])[C:8]2[CH:9]=[CH:10][C:11]([C:12]([O:14][C:15]([CH3:16])([CH3:17])[CH3:18])=[O:13])=[CH:19][CH:20]=2)([OH:31])[CH2:29]1)[C:22]1[CH:27]=[CH:26][CH:25]=[CH:24][CH:23]=1. The catalyst class is: 392. (5) The catalyst class is: 8. Reactant: [Cl:1][C:2]1[CH:10]=[CH:9][C:8]([C:11]2[CH:12]=[CH:13][C:14]([C:34]#[C:35][C@@:36]3([CH3:49])[O:41][CH2:40][CH2:39][N:38]([C:42]([O:44][C:45]([CH3:48])([CH3:47])[CH3:46])=[O:43])[CH2:37]3)=[N:15][C:16]=2[C@@H:17]([NH:27]C(=O)C(F)(F)F)[CH2:18][C:19]2[CH:24]=[C:23]([F:25])[CH:22]=[C:21]([F:26])[CH:20]=2)=[C:7]2[C:3]=1[C:4]([NH:51][S:52]([CH3:55])(=[O:54])=[O:53])=[N:5][N:6]2[CH3:50].[OH-].[Li+].Cl. Product: [NH2:27][C@H:17]([C:16]1[N:15]=[C:14]([C:34]#[C:35][C@@:36]2([CH3:49])[O:41][CH2:40][CH2:39][N:38]([C:42]([O:44][C:45]([CH3:48])([CH3:47])[CH3:46])=[O:43])[CH2:37]2)[CH:13]=[CH:12][C:11]=1[C:8]1[CH:9]=[CH:10][C:2]([Cl:1])=[C:3]2[C:7]=1[N:6]([CH3:50])[N:5]=[C:4]2[NH:51][S:52]([CH3:55])(=[O:53])=[O:54])[CH2:18][C:19]1[CH:20]=[C:21]([F:26])[CH:22]=[C:23]([F:25])[CH:24]=1. (6) Product: [F:17][CH:2]([F:1])[C:3]1[N:7]2[CH:8]=[C:9]([NH2:14])[CH:10]=[C:11]([O:12][CH3:13])[C:6]2=[N:5][N:4]=1. Reactant: [F:1][CH:2]([F:17])[C:3]1[N:7]2[CH:8]=[C:9]([N+:14]([O-])=O)[CH:10]=[C:11]([O:12][CH3:13])[C:6]2=[N:5][N:4]=1. The catalyst class is: 19. (7) Reactant: [N+:1]([C:4]1[CH:9]=[CH:8][CH:7]=[CH:6][C:5]=1[CH2:10][C:11]#[N:12])([O-])=O.B.C1COCC1.Cl.O.O.Cl[Sn]Cl.C([O-])(O)=O.[Na+]. Product: [NH2:12][CH2:11][CH2:10][C:5]1[CH:6]=[CH:7][CH:8]=[CH:9][C:4]=1[NH2:1]. The catalyst class is: 8. (8) Reactant: [NH:1]1[C:9]2[C:4](=[CH:5][CH:6]=[CH:7][C:8]=2[C:10]([OH:12])=O)[CH:3]=[CH:2]1.CN(C(ON1N=NC2C=CC=CC1=2)=[N+](C)C)C.[B-](F)(F)(F)F.C(N(CC)C(C)C)(C)C.[C:44]([C:48]1[CH:64]=[CH:63][C:51]([CH2:52][NH:53][CH2:54][CH2:55][CH2:56][C:57]2[CH:62]=[CH:61][CH:60]=[CH:59][CH:58]=2)=[CH:50][CH:49]=1)([CH3:47])([CH3:46])[CH3:45]. Product: [C:44]([C:48]1[CH:64]=[CH:63][C:51]([CH2:52][N:53]([CH2:54][CH2:55][CH2:56][C:57]2[CH:62]=[CH:61][CH:60]=[CH:59][CH:58]=2)[C:10]([C:8]2[CH:7]=[CH:6][CH:5]=[C:4]3[C:9]=2[NH:1][CH:2]=[CH:3]3)=[O:12])=[CH:50][CH:49]=1)([CH3:47])([CH3:45])[CH3:46]. The catalyst class is: 18. (9) Reactant: [CH2:1]1[CH2:5]OC[CH2:2]1.CN1C(=O)CCC1.Cl[C:14]1[CH:21]=[C:20]([CH3:22])[C:17]([C:18]#[N:19])=[C:16]([O:23][CH3:24])[N:15]=1.C([Mg]Br)CC.Cl. Product: [CH3:24][O:23][C:16]1[N:15]=[C:14]([CH2:2][CH2:1][CH3:5])[CH:21]=[C:20]([CH3:22])[C:17]=1[C:18]#[N:19]. The catalyst class is: 413. (10) Reactant: [CH3:1][C:2]1[N:7]=[C:6]([OH:8])[C:5]([N+:9]([O-:11])=[O:10])=[C:4]([OH:12])[N:3]=1.[CH:13](=O)[C:14]1[CH:19]=[CH:18][CH:17]=[CH:16][CH:15]=1.N1CCCCC1.CO. Product: [N+:9]([C:5]1[C:6]([OH:8])=[N:7][C:2](/[CH:1]=[CH:13]/[C:14]2[CH:19]=[CH:18][CH:17]=[CH:16][CH:15]=2)=[N:3][C:4]=1[OH:12])([O-:11])=[O:10]. The catalyst class is: 27.